Dataset: NCI-60 drug combinations with 297,098 pairs across 59 cell lines. Task: Regression. Given two drug SMILES strings and cell line genomic features, predict the synergy score measuring deviation from expected non-interaction effect. (1) Synergy scores: CSS=34.7, Synergy_ZIP=8.42, Synergy_Bliss=7.12, Synergy_Loewe=2.10, Synergy_HSA=1.03. Drug 2: CC(C)(C#N)C1=CC(=CC(=C1)CN2C=NC=N2)C(C)(C)C#N. Cell line: SK-MEL-2. Drug 1: C1CN1C2=NC(=NC(=N2)N3CC3)N4CC4. (2) Drug 1: CC1C(C(CC(O1)OC2CC(CC3=C2C(=C4C(=C3O)C(=O)C5=C(C4=O)C(=CC=C5)OC)O)(C(=O)CO)O)N)O.Cl. Drug 2: CCC1=CC2CC(C3=C(CN(C2)C1)C4=CC=CC=C4N3)(C5=C(C=C6C(=C5)C78CCN9C7C(C=CC9)(C(C(C8N6C)(C(=O)OC)O)OC(=O)C)CC)OC)C(=O)OC.C(C(C(=O)O)O)(C(=O)O)O. Cell line: HCT-15. Synergy scores: CSS=57.3, Synergy_ZIP=-2.56, Synergy_Bliss=-3.66, Synergy_Loewe=-2.40, Synergy_HSA=-1.01. (3) Drug 1: C1=CC=C(C=C1)NC(=O)CCCCCCC(=O)NO. Drug 2: C1=NC2=C(N1)C(=S)N=CN2. Cell line: DU-145. Synergy scores: CSS=55.2, Synergy_ZIP=1.67, Synergy_Bliss=3.05, Synergy_Loewe=-3.65, Synergy_HSA=5.71. (4) Drug 1: COC1=C(C=C2C(=C1)N=CN=C2NC3=CC(=C(C=C3)F)Cl)OCCCN4CCOCC4. Drug 2: C1C(C(OC1N2C=C(C(=O)NC2=O)F)CO)O. Cell line: DU-145. Synergy scores: CSS=52.5, Synergy_ZIP=-7.22, Synergy_Bliss=-9.30, Synergy_Loewe=-6.10, Synergy_HSA=-1.02. (5) Drug 1: CC1=CC=C(C=C1)C2=CC(=NN2C3=CC=C(C=C3)S(=O)(=O)N)C(F)(F)F. Drug 2: CS(=O)(=O)OCCCCOS(=O)(=O)C. Cell line: NCI-H226. Synergy scores: CSS=1.01, Synergy_ZIP=-0.584, Synergy_Bliss=-1.27, Synergy_Loewe=-2.24, Synergy_HSA=-1.62.